Dataset: Forward reaction prediction with 1.9M reactions from USPTO patents (1976-2016). Task: Predict the product of the given reaction. (1) Given the reactants C(OC(=O)[NH:7][C:8]1[CH:13]=[C:12]([N:14]([CH2:16][CH3:17])[CH3:15])[C:11]([CH3:18])=[CH:10][C:9]=1[NH:19][C:20](=[O:36])[CH2:21][C:22]([C:24]1[CH:29]=[CH:28][CH:27]=[C:26]([C:30]2[O:34][N:33]=[C:32]([CH3:35])[CH:31]=2)[CH:25]=1)=O)(C)(C)C.C(O)(C(F)(F)F)=O, predict the reaction product. The product is: [CH2:16]([N:14]([CH3:15])[C:12]1[C:11]([CH3:18])=[CH:10][C:9]2[NH:19][C:20](=[O:36])[CH2:21][C:22]([C:24]3[CH:29]=[CH:28][CH:27]=[C:26]([C:30]4[O:34][N:33]=[C:32]([CH3:35])[CH:31]=4)[CH:25]=3)=[N:7][C:8]=2[CH:13]=1)[CH3:17]. (2) Given the reactants [CH2:1]([O:3][C:4]([C:6]1[C:7](=[O:12])[NH:8][NH:9][C:10]=1[CH3:11])=[O:5])[CH3:2].C([O-])([O-])=O.[K+].[K+].Br[CH:20]([CH3:31])[C:21]([C:23]1[CH:28]=[CH:27][C:26]([CH3:29])=[CH:25][C:24]=1[CH3:30])=[O:22].O, predict the reaction product. The product is: [CH2:1]([O:3][C:4]([C:6]1[C:7]([O:12][CH:20]([CH3:31])[C:21]([C:23]2[CH:28]=[CH:27][C:26]([CH3:29])=[CH:25][C:24]=2[CH3:30])=[O:22])=[N:8][NH:9][C:10]=1[CH3:11])=[O:5])[CH3:2]. (3) Given the reactants Br[C:2]1[CH:3]=[C:4]2[C:8]3=[C:9]([C:11](=O)[NH:12][CH2:13][CH2:14][N:7]3[C@H:6]3[CH2:16][CH2:17][N:18](C(OC(C)(C)C)=O)[CH2:19][C@@H:5]23)[CH:10]=1.C1(P(C2C=CC=CC=2)C2C=CC=CC=2)C=CC=CC=1.[F:46][C:47]1[CH:52]=[CH:51][CH:50]=[C:49]([F:53])[C:48]=1[SnH3].FC(F)(F)C(O)=O.[OH-].[NH4+], predict the reaction product. The product is: [F:46][C:47]1[CH:52]=[CH:51][CH:50]=[C:49]([F:53])[C:48]=1[C:2]1[CH:3]=[C:4]2[C:8]3=[C:9]([CH2:11][NH:12][CH2:13][CH2:14][N:7]3[C@H:6]3[CH2:16][CH2:17][NH:18][CH2:19][C@@H:5]23)[CH:10]=1. (4) Given the reactants C1C=CC(P([C:27]2[C:28](C3C(P(C4C=CC=CC=4)C4C=CC=CC=4)=C[CH:31]=[C:30]4[C:25]=3[CH:26]=[CH:27][CH:28]=[CH:29]4)=[C:29]3[C:30]([CH:31]=CC=C3)=[CH:25][CH:26]=2)C2C=CC=CC=2)=CC=1.C[C:48]([O-:51])(C)C.[Na+].C([N:60]1[CH2:65][CH2:64][NH:63][CH2:62][CH2:61]1)(OC(C)(C)C)=O.Cl.C1C[O:70]CC1, predict the reaction product. The product is: [CH3:48][O:51][C:31](=[O:70])[C:30]1[CH:25]=[CH:26][C:27]([N:60]2[CH2:65][CH2:64][NH:63][CH2:62][CH2:61]2)=[CH:28][CH:29]=1. (5) Given the reactants [OH:1][CH2:2][CH:3]1[CH2:6][N:5]([C:7]([O:9][C:10]([CH3:13])([CH3:12])[CH3:11])=[O:8])[CH2:4]1.C(N(CC)CC)C.[CH3:21][S:22](Cl)(=[O:24])=[O:23].[Cl-].[NH4+], predict the reaction product. The product is: [CH3:21][S:22]([O:1][CH2:2][CH:3]1[CH2:6][N:5]([C:7]([O:9][C:10]([CH3:13])([CH3:12])[CH3:11])=[O:8])[CH2:4]1)(=[O:24])=[O:23]. (6) The product is: [NH2:65][C:61]1([C:58]2[CH:59]=[CH:60][C:55]([C:47]3[O:46][C:44]4[N:45]=[C:40]([NH:39][CH2:38][CH2:37][N:36]([CH3:35])[CH3:75])[N:41]=[C:42]([O:73][CH3:74])[C:43]=4[C:48]=3[C:49]3[CH:50]=[CH:51][CH:52]=[CH:53][CH:54]=3)=[CH:56][CH:57]=2)[CH2:62][CH2:63][CH2:64]1. Given the reactants COC1C2C(C3C=CC=CC=3)=C(C3C=CC(C4(N)CCC4)=CC=3)OC=2N=C(N2CCOCC2)N=1.[CH3:35][N:36]([CH3:75])[CH2:37][CH2:38][NH:39][C:40]1[N:41]=[C:42]([O:73][CH3:74])[C:43]2[C:48]([C:49]3[CH:54]=[CH:53][CH:52]=[CH:51][CH:50]=3)=[C:47]([C:55]3[CH:60]=[CH:59][C:58]([C:61]4([NH:65]C(=O)OC(C)(C)C)[CH2:64][CH2:63][CH2:62]4)=[CH:57][CH:56]=3)[O:46][C:44]=2[N:45]=1, predict the reaction product. (7) Given the reactants [K].NC1C=CC(F)=CC=1S.Cl.O.[C:13]1([CH3:23])[CH:18]=[CH:17][C:16]([S:19]([OH:22])(=[O:21])=[O:20])=[CH:15][CH:14]=1, predict the reaction product. The product is: [CH3:23][C:13]1[CH:18]=[CH:17][C:16]([S:19]([OH:22])(=[O:21])=[O:20])=[CH:15][CH:14]=1. (8) The product is: [CH3:11][C:10]1[N:6]([CH2:5][C:4]([NH:14][NH2:15])=[O:3])[N:7]=[CH:8][CH:9]=1. Given the reactants C([O:3][C:4](=O)[CH2:5][N:6]1[C:10]([CH3:11])=[CH:9][CH:8]=[N:7]1)C.O.[NH2:14][NH2:15], predict the reaction product.